From a dataset of Reaction yield outcomes from USPTO patents with 853,638 reactions. Predict the reaction yield, written as a fraction of the theoretical maximum amount of product (1.0 means a 100% yield; for example, 0.34 means a 34% yield). (1) The reactants are C([O:3][C:4](=[O:36])[CH:5]=[C:6]([C:8]1[S:12][C:11]2[CH:13]=[CH:14][CH:15]=[C:16]([C:17]3[CH:22]=[C:21]([C:23]([CH3:26])([CH3:25])[CH3:24])[CH:20]=[C:19]([C:27]([CH3:30])([CH3:29])[CH3:28])[C:18]=3[O:31][CH2:32][CH:33]([F:35])[F:34])[C:10]=2[CH:9]=1)[CH3:7])C.C1COCC1.[Li+].[OH-]. The catalyst is CO. The product is [F:35][CH:33]([F:34])[CH2:32][O:31][C:18]1[C:19]([C:27]([CH3:29])([CH3:28])[CH3:30])=[CH:20][C:21]([C:23]([CH3:26])([CH3:25])[CH3:24])=[CH:22][C:17]=1[C:16]1[C:10]2[CH:9]=[C:8]([C:6]([CH3:7])=[CH:5][C:4]([OH:36])=[O:3])[S:12][C:11]=2[CH:13]=[CH:14][CH:15]=1. The yield is 0.580. (2) The reactants are N[C:2]1[CH:11]=[C:10]2[C:5]([CH2:6][CH2:7][NH:8][C:9]2=[O:12])=[CH:4][CH:3]=1.[BrH:13].N([O-])=O.[Na+]. The catalyst is C(#N)C.O.[Cu]Br. The product is [Br:13][C:2]1[CH:11]=[C:10]2[C:5]([CH2:6][CH2:7][NH:8][C:9]2=[O:12])=[CH:4][CH:3]=1. The yield is 0.630.